From a dataset of Reaction yield outcomes from USPTO patents with 853,638 reactions. Predict the reaction yield, written as a fraction of the theoretical maximum amount of product (1.0 means a 100% yield; for example, 0.34 means a 34% yield). (1) The reactants are [OH:1][C:2]1[CH:3]=[C:4]([C:8](=[O:11])[CH2:9][CH3:10])[CH:5]=[CH:6][CH:7]=1.C([O-])([O-])=O.[K+].[K+].[CH2:18]([O:20][C:21](=[O:24])[CH2:22]Br)[CH3:19]. The catalyst is CC(C)=O. The product is [CH2:18]([O:20][C:21](=[O:24])[CH2:22][O:1][C:2]1[CH:7]=[CH:6][CH:5]=[C:4]([C:8](=[O:11])[CH2:9][CH3:10])[CH:3]=1)[CH3:19]. The yield is 0.980. (2) The reactants are O/[N:2]=[CH:3]\[C:4]1[O:5][C:6]2[CH:12]=[C:11]([C:13]([O:15][CH3:16])=[O:14])[CH:10]=[CH:9][C:7]=2[CH:8]=1.N1C=CC=CC=1.FC(F)(F)C(OC(=O)C(F)(F)F)=O. The catalyst is C(Cl)Cl. The product is [C:3]([C:4]1[O:5][C:6]2[CH:12]=[C:11]([C:13]([O:15][CH3:16])=[O:14])[CH:10]=[CH:9][C:7]=2[CH:8]=1)#[N:2]. The yield is 0.780. (3) The reactants are Br[C:2]1[CH:3]=[CH:4][C:5]([C:8]2[CH:13]=[CH:12][C:11]([N:14]3[C:26]4[CH:25]=[CH:24][CH:23]=[CH:22][C:21]=4[C:20]4[C:15]3=[CH:16][CH:17]=[CH:18][CH:19]=4)=[CH:10][CH:9]=2)=[N:6][CH:7]=1.[B:27]1([B:27]2[O:31][C:30]([CH3:33])([CH3:32])[C:29]([CH3:35])([CH3:34])[O:28]2)[O:31][C:30]([CH3:33])([CH3:32])[C:29]([CH3:35])([CH3:34])[O:28]1.C([O-])(=O)C.[K+]. The catalyst is C1C=CC(P(C2C=CC=CC=2)[C-]2C=CC=C2)=CC=1.C1C=CC(P(C2C=CC=CC=2)[C-]2C=CC=C2)=CC=1.Cl[Pd]Cl.[Fe+2].O1CCOCC1. The product is [CH3:34][C:29]1([CH3:35])[C:30]([CH3:33])([CH3:32])[O:31][B:27]([C:2]2[CH:3]=[CH:4][C:5]([C:8]3[CH:13]=[CH:12][C:11]([N:14]4[C:26]5[CH:25]=[CH:24][CH:23]=[CH:22][C:21]=5[C:20]5[C:15]4=[CH:16][CH:17]=[CH:18][CH:19]=5)=[CH:10][CH:9]=3)=[N:6][CH:7]=2)[O:28]1. The yield is 0.940. (4) The reactants are [N:1]1[CH:6]=[C:5]([O:7][C:8]2[CH:9]=[C:10]([NH:14]C(=O)OC(C)(C)C)[CH:11]=[N:12][CH:13]=2)[CH:4]=[N:3][CH:2]=1.[ClH:22]. The catalyst is O1CCOCC1. The product is [ClH:22].[N:1]1[CH:6]=[C:5]([O:7][C:8]2[CH:9]=[C:10]([NH2:14])[CH:11]=[N:12][CH:13]=2)[CH:4]=[N:3][CH:2]=1. The yield is 1.00. (5) The reactants are [CH2:1]([NH:8][C:9]1[CH:14]=[CH:13][CH:12]=[CH:11][CH:10]=1)[C:2]1[CH:7]=[CH:6][CH:5]=[CH:4][CH:3]=1.[Cl:15][C:16](Cl)([O:18]C(=O)OC(Cl)(Cl)Cl)Cl. The catalyst is CC(CC(C)C)=O. The product is [CH2:1]([N:8]([C:9]1[CH:14]=[CH:13][CH:12]=[CH:11][CH:10]=1)[C:16]([Cl:15])=[O:18])[C:2]1[CH:7]=[CH:6][CH:5]=[CH:4][CH:3]=1. The yield is 1.00.